This data is from Full USPTO retrosynthesis dataset with 1.9M reactions from patents (1976-2016). The task is: Predict the reactants needed to synthesize the given product. Given the product [Cl:1][C:2]1[CH:3]=[CH:4][C:5]([CH2:6][NH:7][C:8]([C:10]2[CH:11]=[CH:12][C:13]3[S:17][C:16]([CH2:23][N:24]4[CH2:29][CH2:28][O:27][CH2:26][CH2:25]4)=[CH:15][C:14]=3[C:18]=2[OH:19])=[O:9])=[CH:20][CH:21]=1, predict the reactants needed to synthesize it. The reactants are: [Cl:1][C:2]1[CH:21]=[CH:20][C:5]([CH2:6][NH:7][C:8]([C:10]2[CH:11]=[CH:12][C:13]3[S:17][CH:16]=[CH:15][C:14]=3[C:18]=2[OH:19])=[O:9])=[CH:4][CH:3]=1.[Cl-].[CH2:23]=[N+:24]1[CH2:29][CH2:28][O:27][CH2:26][CH2:25]1.C(=O)(O)[O-].[Na+].